This data is from Catalyst prediction with 721,799 reactions and 888 catalyst types from USPTO. The task is: Predict which catalyst facilitates the given reaction. (1) Reactant: Cl[S:2]([C:5]1[CH:6]=[CH:7][C:8]([O:14][C:15]([F:18])([F:17])[F:16])=[C:9]([CH:13]=1)[C:10]([OH:12])=[O:11])(=[O:4])=[O:3].S([O-])([O-])=O.[Na+].[Na+].[OH-].[Na+].OS(O)(=O)=O. Product: [S:2]([C:5]1[CH:6]=[CH:7][C:8]([O:14][C:15]([F:16])([F:17])[F:18])=[C:9]([CH:13]=1)[C:10]([OH:12])=[O:11])([OH:4])=[O:3]. The catalyst class is: 6. (2) Reactant: [CH3:1][C:2]1[CH:3]=[C:4]([C:12]2[CH:17]=[CH:16][C:15]([N+:18]([O-])=O)=[CH:14][CH:13]=2)[CH:5]=[CH:6][C:7]=1[C:8]([O:10][CH3:11])=[O:9].Cl. Product: [NH2:18][C:15]1[CH:14]=[CH:13][C:12]([C:4]2[CH:5]=[CH:6][C:7]([C:8]([O:10][CH3:11])=[O:9])=[C:2]([CH3:1])[CH:3]=2)=[CH:17][CH:16]=1. The catalyst class is: 186. (3) Reactant: [CH:1]1([CH2:4][OH:5])[CH2:3][CH2:2]1.[H-].[Na+].Cl[C:9]1[CH:16]=C[C:12]([C:13]#[N:14])=[CH:11][CH:10]=1.C[N:18](C=O)C. Product: [CH:1]1([CH2:4][O:5][C:12]2[CH:11]=[CH:10][C:9]([C:16]#[N:18])=[N:14][CH:13]=2)[CH2:3][CH2:2]1. The catalyst class is: 6.